This data is from Catalyst prediction with 721,799 reactions and 888 catalyst types from USPTO. The task is: Predict which catalyst facilitates the given reaction. Reactant: Cl.[F:2][C:3]1[CH:9]=[C:8]([O:10][CH3:11])[CH:7]=[CH:6][C:4]=1[NH2:5].Cl.[N:13]([O-])=O.[Na+]. Product: [F:2][C:3]1[CH:9]=[C:8]([O:10][CH3:11])[CH:7]=[CH:6][C:4]=1[NH:5][NH2:13]. The catalyst class is: 6.